This data is from Peptide-MHC class I binding affinity with 185,985 pairs from IEDB/IMGT. The task is: Regression. Given a peptide amino acid sequence and an MHC pseudo amino acid sequence, predict their binding affinity value. This is MHC class I binding data. (1) The peptide sequence is VAFELWAKR. The MHC is HLA-A68:01 with pseudo-sequence HLA-A68:01. The binding affinity (normalized) is 0.709. (2) The peptide sequence is NGYRWQHQI. The MHC is HLA-A69:01 with pseudo-sequence HLA-A69:01. The binding affinity (normalized) is 0.734. (3) The peptide sequence is APGWLIWTY. The MHC is HLA-B44:02 with pseudo-sequence HLA-B44:02. The binding affinity (normalized) is 0. (4) The peptide sequence is DYMPSMKRF. The MHC is HLA-A24:03 with pseudo-sequence HLA-A24:03. The binding affinity (normalized) is 0.715. (5) The binding affinity (normalized) is 0.0847. The MHC is HLA-B07:02 with pseudo-sequence HLA-B07:02. The peptide sequence is TFDVAPSRL.